This data is from Peptide-MHC class I binding affinity with 185,985 pairs from IEDB/IMGT. The task is: Regression. Given a peptide amino acid sequence and an MHC pseudo amino acid sequence, predict their binding affinity value. This is MHC class I binding data. (1) The peptide sequence is YRFRKSSKK. The binding affinity (normalized) is 0.0847. The MHC is HLA-B15:01 with pseudo-sequence HLA-B15:01. (2) The binding affinity (normalized) is 0. The MHC is HLA-A29:02 with pseudo-sequence HLA-A29:02. The peptide sequence is LERTSKASLER. (3) The peptide sequence is MTVVSAVHF. The MHC is HLA-B15:03 with pseudo-sequence HLA-B15:03. The binding affinity (normalized) is 0.480. (4) The peptide sequence is KRYKQMCTK. The MHC is HLA-B73:01 with pseudo-sequence HLA-B73:01. The binding affinity (normalized) is 0.0847. (5) The peptide sequence is YKSRCYVGL. The MHC is HLA-B27:03 with pseudo-sequence HLA-B27:03. The binding affinity (normalized) is 0.0847.